Dataset: Forward reaction prediction with 1.9M reactions from USPTO patents (1976-2016). Task: Predict the product of the given reaction. Given the reactants [Br:1][C:2]1[CH:3]=[C:4]2[C:8](=[CH:9][C:10]=1[F:11])[NH:7][CH:6]=[CH:5]2.[F:12][C:13]1[CH:18]=[CH:17][C:16](I)=[CH:15][CH:14]=1, predict the reaction product. The product is: [Br:1][C:2]1[CH:3]=[C:4]2[C:8](=[CH:9][C:10]=1[F:11])[N:7]([C:16]1[CH:17]=[CH:18][C:13]([F:12])=[CH:14][CH:15]=1)[CH:6]=[CH:5]2.